This data is from Forward reaction prediction with 1.9M reactions from USPTO patents (1976-2016). The task is: Predict the product of the given reaction. (1) Given the reactants [CH3:1][O:2][C:3]1[CH:22]=[CH:21][C:6]([CH2:7][C@@H:8]2[C:12]3=[N:13][C:14]4[CH:19]=[CH:18][CH:17]=[CH:16][C:15]=4[N:11]3[C:10](=[O:20])[NH:9]2)=[CH:5][CH:4]=1.[NH2:23][C@@H:24]1[CH2:29][CH2:28][CH2:27][CH2:26][C@H:25]1[C:30]([O:32][CH2:33][CH3:34])=[O:31], predict the reaction product. The product is: [NH:13]1[C:14]2[CH:19]=[CH:18][CH:17]=[CH:16][C:15]=2[N:11]=[C:12]1[C@H:8]([NH:9][C:10](=[O:20])[NH:23][C@@H:24]1[CH2:29][CH2:28][CH2:27][CH2:26][C@H:25]1[C:30]([O:32][CH2:33][CH3:34])=[O:31])[CH2:7][C:6]1[CH:21]=[CH:22][C:3]([O:2][CH3:1])=[CH:4][CH:5]=1. (2) Given the reactants [CH3:1][CH:2]1[CH2:7][CH:6]([CH3:8])[CH2:5][N:4]([CH:9]([C:21]2[CH:26]=[CH:25][CH:24]=[CH:23][CH:22]=2)[C:10]([O:12][C@@H:13]2[CH:18]3[CH2:19][CH2:20][N:15]([CH2:16][CH2:17]3)[CH2:14]2)=[O:11])[CH2:3]1.[Br:27][CH2:28][C:29]([C:31]1[CH:36]=[CH:35][CH:34]=[CH:33][CH:32]=1)=[O:30], predict the reaction product. The product is: [Br-:27].[CH3:1][CH:2]1[CH2:7][CH:6]([CH3:8])[CH2:5][N:4]([CH:9]([C:21]2[CH:26]=[CH:25][CH:24]=[CH:23][CH:22]=2)[C:10]([O:12][C@@H:13]2[CH:18]3[CH2:17][CH2:16][N+:15]([CH2:28][C:29](=[O:30])[C:31]4[CH:36]=[CH:35][CH:34]=[CH:33][CH:32]=4)([CH2:20][CH2:19]3)[CH2:14]2)=[O:11])[CH2:3]1. (3) Given the reactants [CH3:1][O:2][C:3]([C:5]1[CH2:9][C:8](O)([C:10]2[O:11][C:12]([O:15][CH3:16])=[CH:13][N:14]=2)[N:7]([C:18]2[CH:19]=[N:20][C:21]([CH3:24])=[CH:22][CH:23]=2)[N:6]=1)=[O:4].O.C(Cl)(Cl)Cl, predict the reaction product. The product is: [CH3:1][O:2][C:3]([C:5]1[CH:9]=[C:8]([C:10]2[O:11][C:12]([O:15][CH3:16])=[CH:13][N:14]=2)[N:7]([C:18]2[CH:19]=[N:20][C:21]([CH3:24])=[CH:22][CH:23]=2)[N:6]=1)=[O:4]. (4) Given the reactants [F:1][C:2]1[CH:7]=[C:6]([F:8])[CH:5]=[C:4]([F:9])[C:3]=1[C:10]1[C:19]2[C:14](=[CH:15][CH:16]=[C:17]([C:20](O)=[O:21])[CH:18]=2)[N:13]=[CH:12][CH:11]=1.CCN=C=NCCCN(C)C.Cl.C1C=CC2N(O)N=NC=2C=1.[N+]([O-])(O)=O.[CH3:49][C:50]1[CH:54]=[C:53]([CH3:55])[N:52]([C:56](=[NH:58])[NH2:57])[N:51]=1.CCN(C(C)C)C(C)C, predict the reaction product. The product is: [NH2:58][C:56]([N:52]1[C:53]([CH3:55])=[CH:54][C:50]([CH3:49])=[N:51]1)=[N:57][C:20]([C:17]1[CH:18]=[C:19]2[C:14](=[CH:15][CH:16]=1)[N:13]=[CH:12][CH:11]=[C:10]2[C:3]1[C:2]([F:1])=[CH:7][C:6]([F:8])=[CH:5][C:4]=1[F:9])=[O:21]. (5) Given the reactants C(=O)([O-])[O-].[K+].[K+].[CH2:7]([O:9][C:10]([C:12]1([CH3:18])[CH2:17][CH2:16][NH:15][CH2:14][CH2:13]1)=[O:11])[CH3:8].[Cl:19][C:20]1[CH:21]=[C:22]([C:30]2[O:34][N:33]=[C:32]([C:35]3[CH:40]=[CH:39][C:38]([CH2:41]Cl)=[CH:37][CH:36]=3)[N:31]=2)[CH:23]=[CH:24][C:25]=1[CH2:26][CH:27]([CH3:29])[CH3:28], predict the reaction product. The product is: [CH2:7]([O:9][C:10]([C:12]1([CH3:18])[CH2:17][CH2:16][N:15]([CH2:41][C:38]2[CH:37]=[CH:36][C:35]([C:32]3[N:31]=[C:30]([C:22]4[CH:23]=[CH:24][C:25]([CH2:26][CH:27]([CH3:28])[CH3:29])=[C:20]([Cl:19])[CH:21]=4)[O:34][N:33]=3)=[CH:40][CH:39]=2)[CH2:14][CH2:13]1)=[O:11])[CH3:8]. (6) Given the reactants [C:1]([O:5][C:6]([N:8]1[CH2:12][CH2:11][C@@H:10]([NH2:13])[CH2:9]1)=[O:7])([CH3:4])([CH3:3])[CH3:2].Cl.[N:15]1[CH:20]=[CH:19][C:18]([C:21](Cl)=[O:22])=[CH:17][CH:16]=1, predict the reaction product. The product is: [C:1]([O:5][C:6]([N:8]1[CH2:12][CH2:11][C@@H:10]([NH:13][C:21]([C:18]2[CH:19]=[CH:20][N:15]=[CH:16][CH:17]=2)=[O:22])[CH2:9]1)=[O:7])([CH3:4])([CH3:2])[CH3:3]. (7) Given the reactants P([O-])([O-])([O-])=O.[K+].[K+].[K+].[F:9][C:10]1[CH:11]=[C:12]([CH:15]=[C:16]([F:20])[C:17]=1[CH:18]=[O:19])[C:13]#[N:14].Cl([O-])=[O:22].[Na+].C(OCC)(=O)C, predict the reaction product. The product is: [C:13]([C:12]1[CH:11]=[C:10]([F:9])[C:17]([C:18]([OH:22])=[O:19])=[C:16]([F:20])[CH:15]=1)#[N:14]. (8) Given the reactants [CH3:1][O:2][C:3]1[CH:12]=[C:11]2[C:6]([CH:7]=[CH:8][C:9](=O)[NH:10]2)=[CH:5][C:4]=1[N+:14]([O-:16])=[O:15].P(Cl)(Cl)([Cl:19])=O, predict the reaction product. The product is: [Cl:19][C:9]1[CH:8]=[CH:7][C:6]2[C:11](=[CH:12][C:3]([O:2][CH3:1])=[C:4]([N+:14]([O-:16])=[O:15])[CH:5]=2)[N:10]=1. (9) The product is: [CH3:13][C:8]1([CH3:14])[CH2:7][CH2:6][C:5]2[CH:4]=[C:3]([OH:2])[CH:12]=[CH:11][C:10]=2[CH2:9]1. Given the reactants C[O:2][C:3]1[CH:4]=[C:5]2[C:10](=[CH:11][CH:12]=1)[CH2:9][C:8]([CH3:14])([CH3:13])[CH2:7][CH2:6]2.O, predict the reaction product.